This data is from Reaction yield outcomes from USPTO patents with 853,638 reactions. The task is: Predict the reaction yield, written as a fraction of the theoretical maximum amount of product (1.0 means a 100% yield; for example, 0.34 means a 34% yield). (1) The reactants are [N:1]12[CH2:8][CH2:7][C:4]([C:9]([C:17]3[CH:22]=[CH:21][CH:20]=[CH:19][CH:18]=3)([C:11]3[CH:16]=[CH:15][CH:14]=[CH:13][CH:12]=3)[OH:10])([CH2:5][CH2:6]1)[CH2:3][CH2:2]2.[Br:23][CH2:24][CH2:25][CH2:26][O:27][C:28]1[CH:33]=[CH:32][CH:31]=[CH:30][C:29]=1[O:34][CH3:35]. The catalyst is CC#N. The product is [Br-:23].[OH:10][C:9]([C:17]1[CH:22]=[CH:21][CH:20]=[CH:19][CH:18]=1)([C:11]1[CH:12]=[CH:13][CH:14]=[CH:15][CH:16]=1)[C:4]12[CH2:5][CH2:6][N+:1]([CH2:24][CH2:25][CH2:26][O:27][C:28]3[CH:33]=[CH:32][CH:31]=[CH:30][C:29]=3[O:34][CH3:35])([CH2:2][CH2:3]1)[CH2:8][CH2:7]2. The yield is 0.735. (2) The reactants are [CH3:1][O:2][C:3]([C:5]1([C:8]2[CH:13]=[CH:12][C:11]([OH:14])=[C:10]([N+:15]([O-])=O)[CH:9]=2)[CH2:7][CH2:6]1)=[O:4]. The catalyst is CO.[Ni]. The product is [CH3:1][O:2][C:3]([C:5]1([C:8]2[CH:13]=[CH:12][C:11]([OH:14])=[C:10]([NH2:15])[CH:9]=2)[CH2:7][CH2:6]1)=[O:4]. The yield is 0.740. (3) The reactants are [OH:1][C@@H:2]1[C@H:6]2[O:7][C:8]([CH3:11])([CH3:10])[O:9][C@H:5]2[C@H:4](NC(=O)OCC2C=CC=CC=2)[CH2:3]1.[H-].[Na+].Br[CH2:26][C:27]([O:29][CH2:30][CH3:31])=[O:28].O.[C:33]([O:36][CH2:37][CH3:38])(=[O:35])C. The catalyst is CN(C)C=O. The product is [CH2:37]([O:36][C:33]([C@H:4]1[C@@H:5]2[O:9][C:8]([CH3:10])([CH3:11])[O:7][C@@H:6]2[C@@H:2]([O:1][CH2:26][C:27]([O:29][CH2:30][CH3:31])=[O:28])[CH2:3]1)=[O:35])[C:38]1[CH:5]=[CH:6][CH:2]=[CH:3][CH:4]=1. The yield is 0.690. (4) The reactants are Br[C:2]1[C:7]([N:8]([CH2:23][O:24][CH3:25])[S:9]([C:12]2[CH:17]=[CH:16][C:15]([Cl:18])=[C:14]([C:19]([F:22])([F:21])[F:20])[CH:13]=2)(=[O:11])=[O:10])=[CH:6][C:5]([CH3:26])=[CH:4][N:3]=1.C([Mg]Cl)(C)C.[Cl:32][C:33]1[CH:40]=[CH:39][C:38]([N+:41]([O-:43])=[O:42])=[CH:37][C:34]=1[CH:35]=[O:36]. The catalyst is C1COCC1. The product is [Cl:18][C:15]1[CH:16]=[CH:17][C:12]([S:9]([N:8]([C:7]2[C:2]([CH:35]([C:34]3[CH:37]=[C:38]([N+:41]([O-:43])=[O:42])[CH:39]=[CH:40][C:33]=3[Cl:32])[OH:36])=[N:3][CH:4]=[C:5]([CH3:26])[CH:6]=2)[CH2:23][O:24][CH3:25])(=[O:11])=[O:10])=[CH:13][C:14]=1[C:19]([F:22])([F:21])[F:20]. The yield is 0.760. (5) The reactants are [O:1]=[C:2]1[NH:6][C:5]2[CH:7]=[C:8]([C:11]3[CH:25]=[CH:24][C:14]([CH2:15][NH:16]C(=O)OC(C)(C)C)=[CH:13][CH:12]=3)[CH:9]=[CH:10][C:4]=2[O:3]1.[ClH:26].C(OCC)C. The catalyst is C1COCC1. The product is [ClH:26].[NH2:16][CH2:15][C:14]1[CH:13]=[CH:12][C:11]([C:8]2[CH:9]=[CH:10][C:4]3[O:3][C:2](=[O:1])[NH:6][C:5]=3[CH:7]=2)=[CH:25][CH:24]=1. The yield is 0.820. (6) The reactants are [CH:1]1([C:4]2[N:8]([C:9]3[CH:14]=[C:13](I)[CH:12]=[CH:11][N:10]=3)[N:7]=[C:6]([C:16]([NH2:18])=[O:17])[CH:5]=2)[CH2:3][CH2:2]1.[C:19]([C@:21]1([OH:28])[CH2:25][CH2:24][N:23]([CH3:26])[C:22]1=[O:27])#[CH:20]. No catalyst specified. The product is [CH:1]1([C:4]2[N:8]([C:9]3[CH:14]=[C:13]([C:20]#[C:19][C@:21]4([OH:28])[CH2:25][CH2:24][N:23]([CH3:26])[C:22]4=[O:27])[CH:12]=[CH:11][N:10]=3)[N:7]=[C:6]([C:16]([NH2:18])=[O:17])[CH:5]=2)[CH2:3][CH2:2]1. The yield is 0.900. (7) The reactants are [O:1]=[C:2]1[C:11]2[C:6](=[CH:7][CH:8]=[C:9]([C:12]3([C:15]([O:17]C)=[O:16])[CH2:14][CH2:13]3)[CH:10]=2)[O:5][CH2:4][CH2:3]1.O[Li].[OH2:21].[CH3:22]O. The catalyst is O. The product is [OH:1][C:2]1([O:21][CH3:22])[C:11]2[C:6](=[CH:7][CH:8]=[C:9]([C:12]3([C:15]([OH:17])=[O:16])[CH2:13][CH2:14]3)[CH:10]=2)[O:5][CH2:4][CH2:3]1. The yield is 0.440. (8) The catalyst is C1COCC1.O. The reactants are [Cl:1][C:2]1[CH:3]=[C:4]2[C:12](=[CH:13][C:14]=1[Cl:15])[N:11](S(C1C=CC(C)=CC=1)(=O)=O)[C:10]1[C:9]([C:31]([F:34])([F:33])[F:32])([O:26][Si](C)(C)C)[CH:8]([F:35])[CH2:7][CH2:6][C:5]2=1.[OH-].[K+]. The yield is 0.400. The product is [Cl:1][C:2]1[CH:3]=[C:4]2[C:12](=[CH:13][C:14]=1[Cl:15])[NH:11][C:10]1[C:9]([C:31]([F:32])([F:34])[F:33])([OH:26])[CH:8]([F:35])[CH2:7][CH2:6][C:5]2=1. (9) The reactants are C(Cl)(=O)C(Cl)=O.CS(C)=O.[Cl:11][C:12]1[CH:28]=[C:27]([C:29]([F:32])([F:31])[F:30])[CH:26]=[CH:25][C:13]=1[CH2:14][N:15]1[C:19]([CH2:20][OH:21])=[CH:18][C:17]([CH:22]2[CH2:24][CH2:23]2)=[N:16]1.C(N(CC)CC)C. The catalyst is ClCCl. The product is [Cl:11][C:12]1[CH:28]=[C:27]([C:29]([F:32])([F:30])[F:31])[CH:26]=[CH:25][C:13]=1[CH2:14][N:15]1[C:19]([CH:20]=[O:21])=[CH:18][C:17]([CH:22]2[CH2:23][CH2:24]2)=[N:16]1. The yield is 0.840. (10) The reactants are [Cl:1][C:2]1[N:7]=[C:6]([C:8]2[NH:9][C:10]3[C:15]([CH:16]=2)=[C:14]([F:17])[CH:13]=[CH:12][CH:11]=3)[C:5]([OH:18])=[CH:4][CH:3]=1.Cl.[OH-].[Na+]. The catalyst is CCO. The product is [Cl:1][C:2]1[N:7]=[C:6]([CH:8]2[CH2:16][C:15]3[C:10](=[CH:11][CH:12]=[CH:13][C:14]=3[F:17])[NH:9]2)[C:5]([OH:18])=[CH:4][CH:3]=1. The yield is 0.800.